Predict the reaction yield, written as a fraction of the theoretical maximum amount of product (1.0 means a 100% yield; for example, 0.34 means a 34% yield). From a dataset of Reaction yield outcomes from USPTO patents with 853,638 reactions. (1) The reactants are [NH2:1][C:2]1[C:3]2[N:4]([C:8]([C@@H:21]3[CH2:29][CH2:28][C@@H:27]4[N:23]([C:24](=[O:30])[CH2:25][CH2:26]4)[CH2:22]3)=[N:9][C:10]=2[C:11]2[CH:20]=[CH:19][C:14]([C:15]([O:17]C)=[O:16])=[CH:13][CH:12]=2)[CH:5]=[CH:6][N:7]=1.[OH-].[Li+:32].CO.O. The catalyst is O1CCCC1. The product is [NH2:1][C:2]1[C:3]2[N:4]([C:8]([C@@H:21]3[CH2:29][CH2:28][C@@H:27]4[N:23]([C:24](=[O:30])[CH2:25][CH2:26]4)[CH2:22]3)=[N:9][C:10]=2[C:11]2[CH:12]=[CH:13][C:14]([C:15]([O-:17])=[O:16])=[CH:19][CH:20]=2)[CH:5]=[CH:6][N:7]=1.[Li+:32]. The yield is 1.00. (2) The reactants are [N+:1]([C:4]1[CH:31]=[CH:30][C:7]([CH2:8][CH2:9][N:10]2[CH2:15][CH2:14][CH:13]([C:16]([C:24]3[CH:29]=[CH:28][CH:27]=[CH:26][CH:25]=3)([C:18]3[CH:23]=[CH:22][CH:21]=[CH:20][CH:19]=3)[OH:17])[CH2:12][CH2:11]2)=[CH:6][CH:5]=1)([O-])=O.CO.[BH4-].[Na+]. The catalyst is [Ni].C(Cl)Cl. The product is [NH2:1][C:4]1[CH:5]=[CH:6][C:7]([CH2:8][CH2:9][N:10]2[CH2:11][CH2:12][CH:13]([C:16]([C:24]3[CH:29]=[CH:28][CH:27]=[CH:26][CH:25]=3)([C:18]3[CH:19]=[CH:20][CH:21]=[CH:22][CH:23]=3)[OH:17])[CH2:14][CH2:15]2)=[CH:30][CH:31]=1. The yield is 0.610. (3) The catalyst is O1CCCC1. The product is [OH:8][CH:9]1[CH2:14][CH2:13][CH:12]([O:15][C:16]2[CH:17]=[CH:18][C:19]([N:22]3[C:27](=[O:28])[C:26]([CH2:29][C:30]4[CH:35]=[CH:34][C:33]([C:36]5[CH:41]=[CH:40][CH:39]=[CH:38][C:37]=5[C:42]5[NH:46][C:45](=[O:47])[O:44][N:43]=5)=[CH:32][CH:31]=4)=[C:25]([CH2:48][CH2:49][CH3:50])[N:24]=[C:23]3[CH3:51])=[CH:20][CH:21]=2)[CH2:11][CH2:10]1. The yield is 0.680. The reactants are [Si]([O:8][CH:9]1[CH2:14][CH2:13][CH:12]([O:15][C:16]2[CH:21]=[CH:20][C:19]([N:22]3[C:27](=[O:28])[C:26]([CH2:29][C:30]4[CH:35]=[CH:34][C:33]([C:36]5[CH:41]=[CH:40][CH:39]=[CH:38][C:37]=5[C:42]5[NH:46][C:45](=[O:47])[O:44][N:43]=5)=[CH:32][CH:31]=4)=[C:25]([CH2:48][CH2:49][CH3:50])[N:24]=[C:23]3[CH3:51])=[CH:18][CH:17]=2)[CH2:11][CH2:10]1)(C(C)(C)C)(C)C.[F-].C([N+](CCCC)(CCCC)CCCC)CCC.C(OCC)(=O)C.O. (4) The reactants are [Br:1][C:2]1[CH:7]=[CH:6][C:5]([NH:8][C:9]2[N:14]3[CH:15]=[N:16][CH:17]=[C:13]3[CH:12]=[CH:11][C:10]=2[C:18]([OH:20])=O)=[C:4]([F:21])[CH:3]=1.C1C=CC2N(O)N=NC=2C=1.CCN=C=NCCCN(C)C.Cl.[NH2:44][O:45][CH2:46][C@@H:47]([OH:49])[CH3:48].CCN(C(C)C)C(C)C. The catalyst is O1CCOCC1.C(OCC)(=O)C. The product is [OH:49][C@@H:47]([CH3:48])[CH2:46][O:45][NH:44][C:18]([C:10]1[CH:11]=[CH:12][C:13]2[N:14]([CH:15]=[N:16][CH:17]=2)[C:9]=1[NH:8][C:5]1[CH:6]=[CH:7][C:2]([Br:1])=[CH:3][C:4]=1[F:21])=[O:20]. The yield is 0.250. (5) The reactants are N1C=CC=CC=1.[Si:7](Cl)([C:10]([CH3:13])([CH3:12])[CH3:11])([CH3:9])[CH3:8].[CH:15]1([OH:21])[CH2:20][CH2:19][CH2:18][CH:17]=[CH:16]1. The catalyst is C(Cl)Cl. The product is [C:10]([Si:7]([O:21][CH:15]1[CH2:20][CH2:19][CH2:18][CH:17]=[CH:16]1)([CH3:9])[CH3:8])([CH3:13])([CH3:12])[CH3:11]. The yield is 0.970. (6) The reactants are [ClH:1].Cl.[C:3]1([N:9]([CH2:33][CH2:34][CH2:35][C:36]([O:38]CC)=[O:37])[C:10]([C:12]2[CH:32]=[CH:31][C:15]3[N:16]([CH3:30])[C:17]([CH2:19][NH:20][C:21]4[CH:26]=[CH:25][C:24]([C:27](=[NH:29])[NH2:28])=[CH:23][CH:22]=4)=[N:18][C:14]=3[CH:13]=2)=[O:11])[CH:8]=[CH:7][CH:6]=[CH:5][CH:4]=1.[OH-].[Na+]. No catalyst specified. The product is [ClH:1].[C:3]1([N:9]([CH2:33][CH2:34][CH2:35][C:36]([OH:38])=[O:37])[C:10]([C:12]2[CH:32]=[CH:31][C:15]3[N:16]([CH3:30])[C:17]([CH2:19][NH:20][C:21]4[CH:26]=[CH:25][C:24]([C:27](=[NH:28])[NH2:29])=[CH:23][CH:22]=4)=[N:18][C:14]=3[CH:13]=2)=[O:11])[CH:4]=[CH:5][CH:6]=[CH:7][CH:8]=1. The yield is 0.735. (7) The reactants are C1(P(C2C=CC=CC=2)C2C=CC=CC=2)C=CC=CC=1.BrN1C(=O)CCC1=O.[Cl:28][C:29]1[CH:34]=[CH:33][C:32]([CH:35]([CH2:39][CH:40]2[CH2:44][CH2:43][CH2:42][CH2:41]2)[C:36]([OH:38])=O)=[CH:31][C:30]=1[N+:45]([O-:47])=[O:46].[NH2:48][C:49]1[CH:54]=[CH:53][CH:52]=[CH:51][N:50]=1. The catalyst is C(Cl)Cl. The product is [Cl:28][C:29]1[CH:34]=[CH:33][C:32]([CH:35]([CH2:39][CH:40]2[CH2:44][CH2:43][CH2:42][CH2:41]2)[C:36]([NH:48][C:49]2[CH:54]=[CH:53][CH:52]=[CH:51][N:50]=2)=[O:38])=[CH:31][C:30]=1[N+:45]([O-:47])=[O:46]. The yield is 0.480. (8) The reactants are C([O:8][C:9]1[CH:10]=[C:11]([O:31][CH3:32])[C:12]([N+:28]([O-])=O)=[C:13]([N:15]2[CH:19]=[C:18]([CH3:20])[N:17]=[C:16]2[C:21]2[CH:22]=[N:23][CH:24]=[CH:25][C:26]=2[CH3:27])[CH:14]=1)C1C=CC=CC=1.C1COCC1. The catalyst is [Pd].CO. The product is [NH2:28][C:12]1[C:13]([N:15]2[CH:19]=[C:18]([CH3:20])[N:17]=[C:16]2[C:21]2[CH:22]=[N:23][CH:24]=[CH:25][C:26]=2[CH3:27])=[CH:14][C:9]([OH:8])=[CH:10][C:11]=1[O:31][CH3:32]. The yield is 0.990. (9) The reactants are [BH4-].[Li+].C[O:4][C:5]([C@H:7]1[CH2:11][C@H:10]([O:12][Si:13]([C:16]([CH3:19])([CH3:18])[CH3:17])([CH3:15])[CH3:14])[CH2:9][N:8]1[C:20]([O:22][CH2:23][C:24]1[CH:29]=[CH:28][CH:27]=[CH:26][CH:25]=1)=[O:21])=O.O.Cl. The catalyst is O1CCCC1. The product is [CH2:23]([O:22][C:20]([N:8]1[CH2:9][C@@H:10]([O:12][Si:13]([C:16]([CH3:17])([CH3:18])[CH3:19])([CH3:15])[CH3:14])[CH2:11][C@@H:7]1[CH2:5][OH:4])=[O:21])[C:24]1[CH:29]=[CH:28][CH:27]=[CH:26][CH:25]=1. The yield is 0.900.